Dataset: Forward reaction prediction with 1.9M reactions from USPTO patents (1976-2016). Task: Predict the product of the given reaction. Given the reactants [H-].[Na+].[OH:3][C:4]1[CH:11]=[CH:10][C:7]([CH:8]=[O:9])=[CH:6][CH:5]=1.Br[CH2:13][CH2:14][CH2:15][Cl:16], predict the reaction product. The product is: [Cl:16][CH2:15][CH2:14][CH2:13][O:3][C:4]1[CH:11]=[CH:10][C:7]([CH:8]=[O:9])=[CH:6][CH:5]=1.